This data is from Human Reference Interactome with 51,813 positive PPI pairs across 8,248 proteins, plus equal number of experimentally-validated negative pairs. The task is: Binary Classification. Given two protein amino acid sequences, predict whether they physically interact or not. (1) Result: 0 (the proteins do not interact). Protein 2 (ENSG00000146038) has sequence MSGSSARSSHLSQPVVKSVLVYRNGDPFYAGRRVVIHEKKVSSFEVFLKEVTGGVQAPFGAVRNIYTPRTGHRIRKLDQIQSGGNYVAGGQEAFKKLNYLDIGEIKKRPMEVVNTEVKPVIHSRINVSARFRKPLQEPCTIFLIANGDLINPASRLLIPRKTLNQWDHVLQMVTEKITLRSGAVHRLYTLEGKLVESGAELENGQFYVAVGRDKFKKLPYSELLFDKSTMRRPFGQKASSLPPIVGSRKSKGSGNDRHSKSTVGSSDNSSPQPLKRKGKKEDVNSEKLTKLKQNVKLKNS.... Protein 1 (ENSG00000064607) has sequence MAARRITQETFDAVLQEKAKRYHMDASGEAVSETLQFKAQDLLRAVPRSRAEMYDDVHSDGRYSLSGSVAHSRDAGREGLRSDVFPGPSFRSSNPSISDDSYFRKECGRDLEFSHSDSRDQVIGHRKLGHFRSQDWKFALRGSWEQDFGHPVSQESSWSQEYSFGPSAVLGDFGSSRLIEKECLEKESRDYDVDHPGEADSVLRGGSQVQARGRALNIVDQEGSLLGKGETQGLLTAKGGVGKLVTLRNVSTKKIPTVNRITPKTQGTNQIQKNTPSPDVTLGTNPGTEDIQFPIQKIPL.... (2) Protein 2 (ENSG00000119185) has sequence MFRKGKKRHSSSSSQSSEISTKSKSVDSSLGGLSRSSTVASLDTDSTKSSGQSNNNSDTCAEFRIKYVGAIEKLKLSEGKGLEGPLDLINYIDVAQQDGKLPFVPPEEEFIMGVSKYGIKVSTSDQYEQAQAICKVLSTAFDSVLTSEKP*MFRKGKKRHSSSSSQSSEISTKSKSVDSSLGGLSRSSTVASLDTDSTKSSGQSNNNSDTCAEFRIKYVGAIEKLKLSEGKGLEGPLDLINYIDVAQQDGKLPFVPPEEEFIMGVSKYGIKVSTSDQYDVLHRHALYLIIRMVCYDDGLG.... Protein 1 (ENSG00000091140) has sequence MQSWSRVYCSLAKRGHFNRISHGLQGLSAVPLRTYADQPIDADVTVIGSGPGGYVAAIKAAQLGFKTVCIEKNETLGGTCLNVGCIPSKALLNNSHYYHMAHGKDFASRGIEMSEVRLNLDKMMEQKSTAVKALTGGIAHLFKQNKVVHVNGYGKITGKNQVTATKADGGTQVIDTKNILIATGSEVTPFPGITIDEDTIVSSTGALSLKKVPEKMVVIGAGVIGVELGSVWQRLGADVTAVEFLGHVGGVGIDMEISKNFQRILQKQGFKFKLNTKVTGATKKSDGKIDVSIEAASGGK.... Result: 1 (the proteins interact). (3) Protein 1 (ENSG00000072134) has sequence MTTSSIRRQMKNIVNNYSEAEIKVREATSNDPWGPSSSLMTEIADLTYNVVAFSEIMSMVWKRLNDHGKNWRHVYKALTLLDYLIKTGSERVAQQCRENIFAIQTLKDFQYIDRDGKDQGINVREKSKQLVALLKDEERLKAERAQALKTKERMAQVATGMGSNQITFGRGSSQPNLSTSHSEQEYGKAGGSPASYHGSPEASLCPQHRTGAPLGQSEELQPLSQRHPFLPHLGLASRPNGDWSQPCLTCDRAARATSPRVSSELEQARPQTSGEEELQLQLALAMSREVAEQEERLRRG.... Protein 2 (ENSG00000239779) has sequence MARASSGNGSEEAWGALRAPQQQLRELCPGVNNQPYLCESGHCCGETGCCTYYYELWWFWLLWTVLILFSCCCAFRHRRAKLRLQQQQRQREINLLAYHGACHGAGPFPTGSLLDLRFLSTFKPPAYEDVVHRPGTPPPPYTVAPGRPLTASSEQTCCSSSSSCPAHFEGTNVEGVSSHQSAPPHQEGEPGAGVTPASTPPSCRYRRLTGDSGIELCPCPASGEGEPVKEVRVSATLPDLEDYSPCALPPESVPQIFPMGLSSSEGDIP*MARASSGNGSEEAWGALRAPQQQSPAASSL.... Result: 1 (the proteins interact).